This data is from Full USPTO retrosynthesis dataset with 1.9M reactions from patents (1976-2016). The task is: Predict the reactants needed to synthesize the given product. (1) Given the product [CH3:3][C:4]1[CH:5]=[C:6]([CH:20]=[CH:21][CH:22]=1)[C:7]([C:9]1[C:18](=[O:19])[C:17]2[C:12](=[CH:13][CH:14]=[CH:15][CH:16]=2)[N:11]([CH2:23][C:24]2[CH:31]=[CH:30][CH:29]=[C:26]([CH3:27])[CH:25]=2)[CH:10]=1)=[O:8], predict the reactants needed to synthesize it. The reactants are: [H-].[Na+].[CH3:3][C:4]1[CH:5]=[C:6]([CH:20]=[CH:21][CH:22]=1)[C:7]([CH:9]1[C:18](=[O:19])[C:17]2[C:12](=[CH:13][CH:14]=[CH:15][CH:16]=2)[NH:11][CH2:10]1)=[O:8].[CH3:23][C:24]1[CH:25]=[C:26]([CH:29]=[CH:30][CH:31]=1)[CH2:27]Br. (2) Given the product [OH:9][C@H:6]([CH2:7][CH3:8])[C@H:2]([NH:1][C:10]([O:13][CH2:25][CH2:24][CH2:23][CH2:22][CH2:21][C:15]1[CH:20]=[CH:19][CH:18]=[CH:17][CH:16]=1)=[O:11])[C:3]([OH:5])=[O:4], predict the reactants needed to synthesize it. The reactants are: [NH2:1][C@@H:2]([C@H:6]([OH:9])[CH2:7][CH3:8])[C:3]([OH:5])=[O:4].[C:10]([O-:13])(O)=[O:11].[Na+].[C:15]1([CH2:21][CH2:22][CH2:23][CH2:24][CH2:25]C2C(=O)N(C([O-])=O)C=CC=2)[CH:20]=[CH:19][CH:18]=[CH:17][CH:16]=1.